This data is from Full USPTO retrosynthesis dataset with 1.9M reactions from patents (1976-2016). The task is: Predict the reactants needed to synthesize the given product. (1) The reactants are: FC(F)(F)C(O)=O.FC(F)(F)C(O)=O.[NH2:15][CH:16]1[CH2:19][N:18]([C:20]2[C:33]([C:34]#[N:35])=[CH:32][C:23]([C:24]([O:26][CH2:27][C:28]([CH3:31])([CH3:30])[CH3:29])=[O:25])=[C:22]([CH3:36])[N:21]=2)[CH2:17]1.[Cl:37][C:38]1[S:42][C:41]([S:43]([NH:46][C:47](=O)[O:48]CC(Cl)(Cl)Cl)(=[O:45])=[O:44])=[CH:40][CH:39]=1.CCN(C(C)C)C(C)C.CCOC(C)=O. Given the product [Cl:37][C:38]1[S:42][C:41]([S:43]([NH:46][C:47]([NH:15][CH:16]2[CH2:17][N:18]([C:20]3[C:33]([C:34]#[N:35])=[CH:32][C:23]([C:24]([O:26][CH2:27][C:28]([CH3:29])([CH3:30])[CH3:31])=[O:25])=[C:22]([CH3:36])[N:21]=3)[CH2:19]2)=[O:48])(=[O:45])=[O:44])=[CH:40][CH:39]=1, predict the reactants needed to synthesize it. (2) The reactants are: [OH:1][CH:2]([CH2:25][OH:26])[CH2:3][NH:4][C:5]1[N:13]=[C:12]2[C:8]([N:9]=[C:10]([O:22][CH3:23])[N:11]2[CH2:14][C:15]2[CH:16]=[N:17][C:18]([CH3:21])=[CH:19][CH:20]=2)=[C:7]([NH2:24])[N:6]=1.C(N(CC)CC)C.[C:34](OC(OC(C)(C)C)=O)(OC(C)(C)C)=[O:35]. Given the product [CH3:23][O:22][C:10]1[N:11]([CH2:14][C:15]2[CH:16]=[N:17][C:18]([CH3:21])=[CH:19][CH:20]=2)[C:12]2[C:8]([N:9]=1)=[C:7]([NH2:24])[N:6]=[C:5]([NH:4][CH2:3][CH:2]1[CH2:25][O:26][C:34](=[O:35])[O:1]1)[N:13]=2, predict the reactants needed to synthesize it. (3) Given the product [CH:1]1([C:4]2[NH:8][C:7]3[CH:9]=[C:10]([C:21]4[C:22]([CH3:27])=[N:23][O:24][C:25]=4[CH3:26])[CH:11]=[C:12]([C:13]([C:29]4[C:34]([CH3:35])=[CH:33][CH:32]=[CH:31][N:30]=4)([C:15]4[CH:20]=[CH:19][CH:18]=[CH:17][CH:16]=4)[OH:14])[C:6]=3[N:5]=2)[CH2:2][CH2:3]1, predict the reactants needed to synthesize it. The reactants are: [CH:1]1([C:4]2[NH:8][C:7]3[CH:9]=[C:10]([C:21]4[C:22]([CH3:27])=[N:23][O:24][C:25]=4[CH3:26])[CH:11]=[C:12]([C:13]([C:15]4[CH:20]=[CH:19][CH:18]=[CH:17][CH:16]=4)=[O:14])[C:6]=3[N:5]=2)[CH2:3][CH2:2]1.Br[C:29]1[C:34]([CH3:35])=[CH:33][CH:32]=[CH:31][N:30]=1.[Li]CCCC.C(C1C2N=C(C3CC3)N(C(OC(C)(C)C)=O)C=2C=C(C2C(C)=NOC=2C)C=1)(=O)C1C=CC=CC=1. (4) Given the product [CH2:1]([O:3][C:4](=[O:16])[NH:5][C:6]1[C:11]([CH3:12])=[CH:10][C:9]([CH2:13][NH:21][C:20]2[CH:22]=[CH:23][CH:24]=[C:18]([F:17])[CH:19]=2)=[CH:8][C:7]=1[CH3:15])[CH3:2], predict the reactants needed to synthesize it. The reactants are: [CH2:1]([O:3][C:4](=[O:16])[NH:5][C:6]1[C:11]([CH3:12])=[CH:10][C:9]([CH:13]=O)=[CH:8][C:7]=1[CH3:15])[CH3:2].[F:17][C:18]1[CH:19]=[C:20]([CH:22]=[CH:23][CH:24]=1)[NH2:21].C([BH3-])#N.[Na+].C(=O)([O-])[O-].[Na+].[Na+].